This data is from Peptide-MHC class I binding affinity with 185,985 pairs from IEDB/IMGT. The task is: Regression. Given a peptide amino acid sequence and an MHC pseudo amino acid sequence, predict their binding affinity value. This is MHC class I binding data. (1) The MHC is HLA-A01:01 with pseudo-sequence HLA-A01:01. The peptide sequence is NIDATSTGNY. The binding affinity (normalized) is 0.565. (2) The peptide sequence is STQSVLCVKK. The MHC is HLA-A11:01 with pseudo-sequence HLA-A11:01. The binding affinity (normalized) is 1.00. (3) The peptide sequence is KMIYDLNAV. The binding affinity (normalized) is 0.281. The MHC is HLA-A31:01 with pseudo-sequence HLA-A31:01. (4) The peptide sequence is FPPLAGSDF. The MHC is HLA-B51:01 with pseudo-sequence HLA-B51:01. The binding affinity (normalized) is 0.0847.